From a dataset of Aqueous solubility values for 9,982 compounds from the AqSolDB database. Regression/Classification. Given a drug SMILES string, predict its absorption, distribution, metabolism, or excretion properties. Task type varies by dataset: regression for continuous measurements (e.g., permeability, clearance, half-life) or binary classification for categorical outcomes (e.g., BBB penetration, CYP inhibition). For this dataset (solubility_aqsoldb), we predict Y. (1) The compound is Cn1nc(S(N)(=O)=O)sc1=NS(=O)(=O)C(F)(F)F. The Y is -1.16 log mol/L. (2) The drug is CCCCOP(=O)(CCCC)CCCC. The Y is -1.72 log mol/L. (3) The compound is C=CCNCC=C. The Y is -0.0790 log mol/L. (4) The molecule is O=C(O)c1cc(C(=O)O)c(C(=O)O)cc1C(=O)O.c1ccc(C2=NCCN2)cc1. The Y is -2.13 log mol/L. (5) The drug is O=Nc1ccc(NNC(=O)c2ccccc2)cc1. The Y is -4.68 log mol/L. (6) The molecule is Clc1cc2c(oc3cc(Cl)c(Cl)c(Cl)c32)c(Cl)c1Cl. The Y is -10.3 log mol/L. (7) The compound is CCCCCCCCCCCCCO. The Y is -3.30 log mol/L. (8) The drug is COC1CCCCCCCCCCC1. The Y is -4.68 log mol/L. (9) The compound is CC(C)CCCCCCCOCCCNCCCN. The Y is -3.20 log mol/L.